This data is from Reaction yield outcomes from USPTO patents with 853,638 reactions. The task is: Predict the reaction yield, written as a fraction of the theoretical maximum amount of product (1.0 means a 100% yield; for example, 0.34 means a 34% yield). (1) The reactants are [F:1][C:2]1[CH:30]=[C:29]([F:31])[CH:28]=[CH:27][C:3]=1[O:4][C:5]1[CH:6]=[C:7]2[C:11](=[CH:12][C:13]=1[C:14]([NH:16][C@H:17]1[CH2:21][CH2:20][NH:19][C:18]1=[O:22])=[O:15])[N:10]([CH2:23][CH:24]([CH3:26])[CH3:25])[N:9]=[CH:8]2.N[C:33]1C(=O)NC=CC=1.C(N(C(C)C)C(C)C)C.C(O)C(N)(CO)CO. The catalyst is ClCCl. The product is [F:1][C:2]1[CH:30]=[C:29]([F:31])[CH:28]=[CH:27][C:3]=1[O:4][C:5]1[CH:6]=[C:7]2[C:11](=[CH:12][C:13]=1[C:14]([NH:16][C:17]1[C:18](=[O:22])[NH:19][CH:20]=[CH:33][CH:21]=1)=[O:15])[N:10]([CH2:23][CH:24]([CH3:25])[CH3:26])[N:9]=[CH:8]2. The yield is 0.320. (2) The reactants are Br[CH2:2][C:3]([O:5][CH2:6][CH3:7])=[O:4].[Cl:8][C:9]1[CH:10]=[C:11]([OH:15])[CH:12]=[CH:13][CH:14]=1.C(=O)([O-])[O-].[K+].[K+].Cl. The catalyst is C(OCC)(=O)C.CC(C)=O. The product is [Cl:8][C:9]1[CH:10]=[C:11]([CH:12]=[CH:13][CH:14]=1)[O:15][CH2:2][C:3]([O:5][CH2:6][CH3:7])=[O:4]. The yield is 0.870. (3) The reactants are [NH2:1][C:2]1[N:7]=[CH:6][N:5]=[C:4]2[N:8]([CH2:12][C:13]3[O:14][C:15]4[C:20]([C:21](=[O:29])[C:22]=3[C:23]3[CH:28]=[CH:27][CH:26]=[CH:25][CH:24]=3)=[CH:19][C:18]([F:30])=[CH:17][CH:16]=4)[N:9]=[C:10](I)[C:3]=12.C([N:38]1[C:46]2[C:41](=[CH:42][CH:43]=[C:44](B3OC(C)(C)C(C)(C)O3)[CH:45]=2)[C:40]([CH3:56])=[N:39]1)(OC(C)(C)C)=O.C(=O)([O-])[O-].[Na+].[Na+].ClCCl. The catalyst is CN(C=O)C.C(O)C.O. The product is [NH2:1][C:2]1[N:7]=[CH:6][N:5]=[C:4]2[N:8]([CH2:12][C:13]3[O:14][C:15]4[C:20]([C:21](=[O:29])[C:22]=3[C:23]3[CH:28]=[CH:27][CH:26]=[CH:25][CH:24]=3)=[CH:19][C:18]([F:30])=[CH:17][CH:16]=4)[N:9]=[C:10]([C:44]3[CH:45]=[C:46]4[C:41]([C:40]([CH3:56])=[N:39][NH:38]4)=[CH:42][CH:43]=3)[C:3]=12. The yield is 0.0400. (4) The reactants are [Cl:1][C:2]1[C:3]([O:12][C:13]2[CH:18]=[C:17]([O:19][CH2:20][CH2:21][C:22]3([CH3:27])[O:26][CH2:25][CH2:24][O:23]3)[CH:16]=[CH:15][C:14]=2/[CH:28]=[CH:29]/[C:30]([O:32]CC)=[O:31])=[N:4][CH:5]=[C:6]([C:8]([F:11])([F:10])[F:9])[CH:7]=1.O1CCCC1.[OH-].[Na+].Cl. The catalyst is O.C(O)C. The product is [Cl:1][C:2]1[C:3]([O:12][C:13]2[CH:18]=[C:17]([O:19][CH2:20][CH2:21][C:22]3([CH3:27])[O:26][CH2:25][CH2:24][O:23]3)[CH:16]=[CH:15][C:14]=2/[CH:28]=[CH:29]/[C:30]([OH:32])=[O:31])=[N:4][CH:5]=[C:6]([C:8]([F:10])([F:9])[F:11])[CH:7]=1. The yield is 0.690. (5) The catalyst is C(#N)C. The yield is 1.00. The product is [C:15]([C@@H:9]1[CH2:10][C@H:11]([O:13][CH3:14])[CH2:12][N:8]1[C:6]([O:5][C:1]([CH3:4])([CH3:3])[CH3:2])=[O:7])(=[O:17])[NH2:21]. The reactants are [C:1]([O:5][C:6]([N:8]1[CH2:12][C@@H:11]([O:13][CH3:14])[CH2:10][C@H:9]1[C:15]([OH:17])=O)=[O:7])([CH3:4])([CH3:3])[CH3:2].Cl.C([N:21]=C=NCCCN(C)C)C.O.N1(O)C2C=CC=CC=2N=N1.[OH-].[NH4+]. (6) The reactants are [H-].[Na+].[Cl:3][C:4]1[CH:9]=[CH:8][N:7]=[C:6]([NH:10][C:11]2[CH:16]=[C:15]([N:17]3[CH2:22][CH2:21][O:20][CH2:19][CH2:18]3)[CH:14]=[C:13]([N:23]3[CH2:28][CH2:27][O:26][CH2:25][CH2:24]3)[CH:12]=2)[N:5]=1.[CH3:29][O:30][C:31]1[CH:38]=[CH:37][C:34]([CH2:35]Br)=[CH:33][CH:32]=1.CN(C=O)C. The catalyst is C1COCC1.[I-].[K+]. The product is [Cl:3][C:4]1[CH:9]=[CH:8][N:7]=[C:6]([N:10]([C:11]2[CH:16]=[C:15]([N:17]3[CH2:22][CH2:21][O:20][CH2:19][CH2:18]3)[CH:14]=[C:13]([N:23]3[CH2:28][CH2:27][O:26][CH2:25][CH2:24]3)[CH:12]=2)[CH2:35][C:34]2[CH:37]=[CH:38][C:31]([O:30][CH3:29])=[CH:32][CH:33]=2)[N:5]=1. The yield is 0.720.